Dataset: Forward reaction prediction with 1.9M reactions from USPTO patents (1976-2016). Task: Predict the product of the given reaction. (1) Given the reactants [Br:1][C:2]1[CH:10]=[CH:9][C:5]([C:6](O)=[O:7])=[C:4]([F:11])[CH:3]=1.S(Cl)([Cl:14])=O, predict the reaction product. The product is: [Br:1][C:2]1[CH:10]=[CH:9][C:5]([C:6]([Cl:14])=[O:7])=[C:4]([F:11])[CH:3]=1. (2) Given the reactants [H-].[Na+].[C:3]([C:5]1[CH:6]=[CH:7][C:8]([NH:11][C:12](=[O:37])[C:13]2[CH:18]=[CH:17][C:16]([C:19]3[CH2:23][C:22]([C:28]4[CH:33]=[C:32]([Cl:34])[CH:31]=[C:30]([Cl:35])[CH:29]=4)([C:24]([F:27])([F:26])[F:25])[O:21][N:20]=3)=[CH:15][C:14]=2[CH3:36])=[N:9][CH:10]=1)#[N:4].[H][H].Cl[C:41]([O:43][CH3:44])=[O:42], predict the reaction product. The product is: [C:3]([C:5]1[CH:6]=[CH:7][C:8]([N:11]([C:12](=[O:37])[C:13]2[CH:18]=[CH:17][C:16]([C:19]3[CH2:23][C:22]([C:28]4[CH:33]=[C:32]([Cl:34])[CH:31]=[C:30]([Cl:35])[CH:29]=4)([C:24]([F:27])([F:26])[F:25])[O:21][N:20]=3)=[CH:15][C:14]=2[CH3:36])[C:41](=[O:42])[O:43][CH3:44])=[N:9][CH:10]=1)#[N:4]. (3) Given the reactants [Cl-].O[NH3+:3].[C:4](=[O:7])([O-])[OH:5].[Na+].CS(C)=O.[F:13][C:14]1[CH:15]=[C:16]([C:48]2[C:49]([C:54]#[N:55])=[CH:50][CH:51]=[CH:52][CH:53]=2)[CH:17]=[CH:18][C:19]=1[CH2:20][C:21]1[C:22](=[O:47])[N:23]([C@H:33]2[CH2:38][CH2:37][C@H:36]([O:39][C:40]3([C:43]([OH:46])([CH3:45])[CH3:44])[CH2:42][CH2:41]3)[CH2:35][CH2:34]2)[C:24]2[N:25]([N:30]=[CH:31][N:32]=2)[C:26]=1[CH2:27][CH2:28][CH3:29], predict the reaction product. The product is: [F:13][C:14]1[CH:15]=[C:16]([C:48]2[CH:53]=[CH:52][CH:51]=[CH:50][C:49]=2[C:54]2[NH:3][C:4](=[O:7])[O:5][N:55]=2)[CH:17]=[CH:18][C:19]=1[CH2:20][C:21]1[C:22](=[O:47])[N:23]([C@H:33]2[CH2:34][CH2:35][C@H:36]([O:39][C:40]3([C:43]([OH:46])([CH3:45])[CH3:44])[CH2:41][CH2:42]3)[CH2:37][CH2:38]2)[C:24]2[N:25]([N:30]=[CH:31][N:32]=2)[C:26]=1[CH2:27][CH2:28][CH3:29]. (4) Given the reactants C(OC([N:8]1[CH2:13][CH2:12][CH2:11][C@H:10]([C:14]2[N:18]=[C:17]([C:19]3[NH:20][CH:21]=[C:22]([C:24]([F:27])([F:26])[F:25])[CH:23]=3)[O:16][N:15]=2)[CH2:9]1)=O)(C)(C)C.[ClH:28], predict the reaction product. The product is: [ClH:28].[F:27][C:24]([F:25])([F:26])[C:22]1[CH:23]=[C:19]([C:17]2[O:16][N:15]=[C:14]([CH:10]3[CH2:11][CH2:12][CH2:13][NH:8][CH2:9]3)[N:18]=2)[NH:20][CH:21]=1.